From a dataset of Peptide-MHC class II binding affinity with 134,281 pairs from IEDB. Regression. Given a peptide amino acid sequence and an MHC pseudo amino acid sequence, predict their binding affinity value. This is MHC class II binding data. (1) The peptide sequence is PGKYTAYEGQRVVFI. The MHC is DRB1_0701 with pseudo-sequence DRB1_0701. The binding affinity (normalized) is 0.655. (2) The peptide sequence is MSLYMAISPKFTTSL. The MHC is DRB1_0101 with pseudo-sequence DRB1_0101. The binding affinity (normalized) is 0.814. (3) The peptide sequence is GELQNVDKIDAAFKI. The MHC is DRB1_0401 with pseudo-sequence DRB1_0401. The binding affinity (normalized) is 0.612. (4) The peptide sequence is EKKYFRATQFEPLAA. The MHC is HLA-DPA10103-DPB10401 with pseudo-sequence HLA-DPA10103-DPB10401. The binding affinity (normalized) is 1.00. (5) The peptide sequence is GKKYFAATQFEPLAA. The MHC is DRB1_0701 with pseudo-sequence DRB1_0701. The binding affinity (normalized) is 0.821. (6) The peptide sequence is KILEPGPGPGFRKYT. The MHC is DRB1_0301 with pseudo-sequence DRB1_0301. The binding affinity (normalized) is 0. (7) The peptide sequence is VALTLTSYLGLTQPF. The MHC is HLA-DQA10501-DQB10302 with pseudo-sequence HLA-DQA10501-DQB10302. The binding affinity (normalized) is 0.390.